From a dataset of NCI-60 drug combinations with 297,098 pairs across 59 cell lines. Regression. Given two drug SMILES strings and cell line genomic features, predict the synergy score measuring deviation from expected non-interaction effect. (1) Synergy scores: CSS=2.01, Synergy_ZIP=0.989, Synergy_Bliss=1.67, Synergy_Loewe=0.231, Synergy_HSA=0.0501. Drug 1: CN(C)C1=NC(=NC(=N1)N(C)C)N(C)C. Cell line: UO-31. Drug 2: CN(C(=O)NC(C=O)C(C(C(CO)O)O)O)N=O. (2) Drug 1: C1=NC2=C(N=C(N=C2N1C3C(C(C(O3)CO)O)F)Cl)N. Drug 2: COC1=C2C(=CC3=C1OC=C3)C=CC(=O)O2. Cell line: HOP-92. Synergy scores: CSS=13.4, Synergy_ZIP=-4.38, Synergy_Bliss=0.660, Synergy_Loewe=-20.2, Synergy_HSA=-0.0836.